Predict which catalyst facilitates the given reaction. From a dataset of Catalyst prediction with 721,799 reactions and 888 catalyst types from USPTO. Reactant: [C:1](OC(=O)C)(=[O:3])[CH3:2].C(OC([N:15]1[CH2:19][CH2:18][CH:17]([C:20]([NH:22][C:23]2[C:24]([CH3:40])=[CH:25][C:26]3[N:27]([CH:37]([CH3:39])[CH3:38])[C:28]4[C:33]([C:34]=3[C:35]=2[CH3:36])=[CH:32][CH:31]=[CH:30][CH:29]=4)=[O:21])[CH2:16]1)=O)(C)(C)C. Product: [C:1]([N:15]1[CH2:19][CH2:18][CH:17]([C:20]([NH:22][C:23]2[C:24]([CH3:40])=[CH:25][C:26]3[N:27]([CH:37]([CH3:39])[CH3:38])[C:28]4[C:33]([C:34]=3[C:35]=2[CH3:36])=[CH:32][CH:31]=[CH:30][CH:29]=4)=[O:21])[CH2:16]1)(=[O:3])[CH3:2]. The catalyst class is: 15.